Dataset: Full USPTO retrosynthesis dataset with 1.9M reactions from patents (1976-2016). Task: Predict the reactants needed to synthesize the given product. (1) Given the product [Br:1][C:2]1[CH:3]=[C:4]([N:8]2[C:9]3[C:18]4[C:13]([N:12]=[CH:11][N:10]=3)=[CH:14][C:15]([O:22][CH3:23])=[C:16]([O:20][CH3:21])[C:17]=4[N:19]=[CH:26]2)[CH:5]=[CH:6][CH:7]=1, predict the reactants needed to synthesize it. The reactants are: [Br:1][C:2]1[CH:3]=[C:4]([NH:8][C:9]2[C:18]3[C:17]([NH2:19])=[C:16]([O:20][CH3:21])[C:15]([O:22][CH3:23])=[CH:14][C:13]=3[N:12]=[CH:11][N:10]=2)[CH:5]=[CH:6][CH:7]=1.[OH-].[Na+].[CH:26](O)=O. (2) Given the product [SH:3][CH2:4][CH2:5][CH:6]([CH2:7][CH2:8][C:9]([OH:11])=[O:10])[C:2]([OH:1])=[O:14], predict the reactants needed to synthesize it. The reactants are: [O:1]=[C:2]1[CH:6]([CH2:7][CH2:8][C:9]([O:11]CC)=[O:10])[CH2:5][CH2:4][S:3]1.[OH-:14].[Na+]. (3) Given the product [NH:17]1[C:14]2=[N:15][CH:16]=[C:11]([C:9]([NH:8][CH2:1][C:2]3[CH:3]=[CH:4][C:5]([S:21]([Cl:20])(=[O:23])=[O:22])=[CH:6][CH:7]=3)=[O:10])[CH:12]=[C:13]2[CH:19]=[N:18]1, predict the reactants needed to synthesize it. The reactants are: [CH2:1]([NH:8][C:9]([C:11]1[CH2:12][C:13]2[C:14]([N:17]=[N:18][CH:19]=2)=[N:15][CH:16]=1)=[O:10])[C:2]1[CH:7]=[CH:6][CH:5]=[CH:4][CH:3]=1.[Cl:20][S:21](O)(=[O:23])=[O:22]. (4) Given the product [C:14]([C:18]1[CH:19]=[CH:20][C:21]([CH2:22][NH:23][S:10]([C:6]2[CH:5]=[N:4][CH:9]=[CH:8][CH:7]=2)(=[O:12])=[O:11])=[CH:24][CH:25]=1)([CH3:17])([CH3:15])[CH3:16], predict the reactants needed to synthesize it. The reactants are: C(Cl)Cl.[N:4]1[CH:9]=[CH:8][CH:7]=[C:6]([S:10](Cl)(=[O:12])=[O:11])[CH:5]=1.[C:14]([C:18]1[CH:25]=[CH:24][C:21]([CH2:22][NH2:23])=[CH:20][CH:19]=1)([CH3:17])([CH3:16])[CH3:15].C(N(CC)CC)C. (5) Given the product [Cl:18][C:2]1[CH:7]=[CH:6][N:5]2[CH:8]=[N:9][C:10]([C:11]([O:13][CH2:14][CH3:15])=[O:12])=[C:4]2[N:3]=1, predict the reactants needed to synthesize it. The reactants are: O=[C:2]1[CH:7]=[CH:6][N:5]2[CH:8]=[N:9][C:10]([C:11]([O:13][CH2:14][CH3:15])=[O:12])=[C:4]2[NH:3]1.P(Cl)(Cl)([Cl:18])=O. (6) Given the product [CH2:36]([O:35][C:33](=[O:34])[CH2:32][O:8][C:6]1[CH:5]=[CH:4][C:3]([C:9]2[N:10]=[C:11]([C:23]3[CH:28]=[CH:27][C:26]([CH3:29])=[CH:25][C:24]=3[CH3:30])[N:12]=[C:13]([C:15]3[CH:20]=[CH:19][C:18]([CH3:21])=[CH:17][C:16]=3[CH3:22])[N:14]=2)=[C:2]([OH:1])[CH:7]=1)[CH3:37], predict the reactants needed to synthesize it. The reactants are: [OH:1][C:2]1[CH:7]=[C:6]([OH:8])[CH:5]=[CH:4][C:3]=1[C:9]1[N:14]=[C:13]([C:15]2[CH:20]=[CH:19][C:18]([CH3:21])=[CH:17][C:16]=2[CH3:22])[N:12]=[C:11]([C:23]2[CH:28]=[CH:27][C:26]([CH3:29])=[CH:25][C:24]=2[CH3:30])[N:10]=1.Cl[CH2:32][C:33]([O:35][CH2:36][CH3:37])=[O:34].C(=O)([O-])[O-].[K+].[K+]. (7) Given the product [CH3:1][C:2]1[C:6]([C:7]2[CH:8]=[C:9]([C:24]([NH2:26])=[O:25])[C:10]3[N:11]([S:35]([CH3:34])(=[O:37])=[O:36])[C:12]4[C:17]([C:18]=3[CH:19]=2)=[CH:16][CH:15]=[C:14]([C:20]([OH:23])([CH3:22])[CH3:21])[CH:13]=4)=[C:5]([CH3:27])[O:4][N:3]=1, predict the reactants needed to synthesize it. The reactants are: [CH3:1][C:2]1[C:6]([C:7]2[CH:8]=[C:9]([C:24]([NH2:26])=[O:25])[C:10]3[NH:11][C:12]4[C:17]([C:18]=3[CH:19]=2)=[CH:16][CH:15]=[C:14]([C:20]([OH:23])([CH3:22])[CH3:21])[CH:13]=4)=[C:5]([CH3:27])[O:4][N:3]=1.CC(C)([O-])C.[K+].[CH3:34][S:35](Cl)(=[O:37])=[O:36]. (8) The reactants are: Cl[C:2]1[CH:11]=[CH:10][N:9]=[C:8]2[C:3]=1[C:4]1[CH:16]=[CH:15][CH:14]=[C:13]([OH:17])[C:5]=1[C:6](=[O:12])[NH:7]2.[NH2:18][C:19]1[CH:24]=[CH:23][C:22]([NH:25][C:26](=[O:33])[C:27]2[CH:32]=[CH:31][CH:30]=[CH:29][CH:28]=2)=[CH:21][CH:20]=1. Given the product [OH:17][C:13]1[C:5]2[C:6](=[O:12])[NH:7][C:8]3[C:3]([C:4]=2[CH:16]=[CH:15][CH:14]=1)=[C:2]([NH:18][C:19]1[CH:24]=[CH:23][C:22]([NH:25][C:26](=[O:33])[C:27]2[CH:32]=[CH:31][CH:30]=[CH:29][CH:28]=2)=[CH:21][CH:20]=1)[CH:11]=[CH:10][N:9]=3, predict the reactants needed to synthesize it. (9) The reactants are: [NH2:1][C:2]1[S:3][C:4]([Cl:12])=[C:5]([C:7]([NH:9][CH2:10][CH3:11])=[O:8])[N:6]=1.C([O:15][C:16](=O)[CH2:17][C:18](=O)[CH2:19][Cl:20])C. Given the product [Cl:12][C:4]1[S:3][C:2]2=[N:1][C:18]([CH2:19][Cl:20])=[CH:17][C:16](=[O:15])[N:6]2[C:5]=1[C:7]([NH:9][CH2:10][CH3:11])=[O:8], predict the reactants needed to synthesize it.